This data is from Catalyst prediction with 721,799 reactions and 888 catalyst types from USPTO. The task is: Predict which catalyst facilitates the given reaction. (1) Product: [F:24][C:25]1[CH:30]=[C:29]([C:2]2[CH:10]=[CH:9][C:8]([O:11][CH3:12])=[C:7]3[C:3]=2[C:4]([CH3:23])([CH3:22])[CH2:5][N:6]3[C:13]2[CH:18]=[CH:17][CH:16]=[CH:15][C:14]=2[N+:19]([O-:21])=[O:20])[CH:28]=[C:27]([F:34])[N:26]=1. The catalyst class is: 176. Reactant: Br[C:2]1[CH:10]=[CH:9][C:8]([O:11][CH3:12])=[C:7]2[C:3]=1[C:4]([CH3:23])([CH3:22])[CH2:5][N:6]2[C:13]1[CH:18]=[CH:17][CH:16]=[CH:15][C:14]=1[N+:19]([O-:21])=[O:20].[F:24][C:25]1[CH:30]=[C:29](B(O)O)[CH:28]=[C:27]([F:34])[N:26]=1.C([O-])([O-])=O.[Cs+].[Cs+]. (2) Reactant: O.Cl.[NH:3]1[CH2:8][CH2:7][C:6](=[O:9])[CH2:5][CH2:4]1.[C:10](Cl)([O:12][CH2:13][CH:14]1[C:26]2[C:21](=[CH:22][CH:23]=[CH:24][CH:25]=2)[C:20]2[C:15]1=[CH:16][CH:17]=[CH:18][CH:19]=2)=[O:11].C(=O)([O-])[O-].[Na+].[Na+].O1CCOCC1. Product: [O:9]=[C:6]1[CH2:7][CH2:8][N:3]([C:10]([O:12][CH2:13][CH:14]2[C:15]3[CH:16]=[CH:17][CH:18]=[CH:19][C:20]=3[C:21]3[C:26]2=[CH:25][CH:24]=[CH:23][CH:22]=3)=[O:11])[CH2:4][CH2:5]1. The catalyst class is: 161. (3) Reactant: Br[C:2]1[CH:21]=[CH:20][C:5]([CH2:6][N:7]2[C:11]3=[N:12][C:13]([CH3:17])=[CH:14][C:15]([CH3:16])=[C:10]3[N:9]=[C:8]2[CH2:18][CH3:19])=[CH:4][CH:3]=1.C(=[NH:35])(C1C=CC=CC=1)C1C=CC=CC=1.CO[Na].C1C=CC(P(C2C(C3C(P(C4C=CC=CC=4)C4C=CC=CC=4)=CC=C4C=3C=CC=C4)=C3C(C=CC=C3)=CC=2)C2C=CC=CC=2)=CC=1.Cl. Product: [CH2:18]([C:8]1[N:7]([CH2:6][C:5]2[CH:20]=[CH:21][C:2]([NH2:35])=[CH:3][CH:4]=2)[C:11]2=[N:12][C:13]([CH3:17])=[CH:14][C:15]([CH3:16])=[C:10]2[N:9]=1)[CH3:19]. The catalyst class is: 101. (4) Reactant: [CH3:1][O:2][C:3]1[CH:8]=[CH:7][C:6]([OH:9])=[CH:5][CH:4]=1.Cl[C:11]1[C:16]([CH3:17])=[CH:15][C:14]([N+:18]([O-:20])=[O:19])=[CH:13][C:12]=1[CH3:21].C(=O)([O-])[O-].[K+].[K+]. Product: [CH3:1][O:2][C:3]1[CH:8]=[CH:7][C:6]([O:9][C:11]2[C:12]([CH3:21])=[CH:13][C:14]([N+:18]([O-:20])=[O:19])=[CH:15][C:16]=2[CH3:17])=[CH:5][CH:4]=1. The catalyst class is: 264. (5) Reactant: [O:1]1[C:5]2[CH:6]=[CH:7][C:8]([CH2:10][C:11]3[NH:19][C:18]4[C:13](=[N:14][C:15]([F:21])=[N:16][C:17]=4[NH2:20])[N:12]=3)=[CH:9][C:4]=2[O:3][CH2:2]1.C1C(=O)N([I:29])C(=O)C1.C(O)(C(F)(F)F)=O. Product: [F:21][C:15]1[N:14]=[C:13]2[C:18]([NH:19][C:11]([CH2:10][C:8]3[C:7]([I:29])=[CH:6][C:5]4[O:1][CH2:2][O:3][C:4]=4[CH:9]=3)=[N:12]2)=[C:17]([NH2:20])[N:16]=1. The catalyst class is: 2. (6) Reactant: [CH2:1]([O:8][C:9]1[CH:10]=[C:11]([CH:41]=[CH:42][CH:43]=1)[CH2:12][O:13][C:14]1[C:19]2[CH:20]=[C:21]([C:23]3[N:24]=[C:25]4[N:29]([CH:30]=3)[N:28]=[C:27]([O:31][CH3:32])[S:26]4)[O:22][C:18]=2[CH:17]=[C:16]([O:33][Si](C(C)(C)C)(C)C)[CH:15]=1)[C:2]1[CH:7]=[CH:6][CH:5]=[CH:4][CH:3]=1.C(O)(=O)C.[F-].C([N+](CCCC)(CCCC)CCCC)CCC. Product: [CH2:1]([O:8][C:9]1[CH:10]=[C:11]([CH:41]=[CH:42][CH:43]=1)[CH2:12][O:13][C:14]1[C:19]2[CH:20]=[C:21]([C:23]3[N:24]=[C:25]4[N:29]([CH:30]=3)[N:28]=[C:27]([O:31][CH3:32])[S:26]4)[O:22][C:18]=2[CH:17]=[C:16]([OH:33])[CH:15]=1)[C:2]1[CH:3]=[CH:4][CH:5]=[CH:6][CH:7]=1. The catalyst class is: 1. (7) Reactant: Cl[C:2]1[C:11]([N:12]2[CH2:16][CH2:15][CH2:14][C@@H:13]2[CH3:17])=[N:10][C:9]2[C:4](=[CH:5][CH:6]=[C:7]([C:18]([O:20][CH3:21])=[O:19])[CH:8]=2)[N:3]=1.CC1(C)OB([C:28]2[CH:32]=[CH:31][N:30]([Si:33]([CH:40]([CH3:42])[CH3:41])([CH:37]([CH3:39])[CH3:38])[CH:34]([CH3:36])[CH3:35])[CH:29]=2)OC1(C)C.C(=O)([O-])[O-].[Na+].[Na+]. Product: [CH3:17][C@H:13]1[CH2:14][CH2:15][CH2:16][N:12]1[C:11]1[C:2]([C:28]2[CH:32]=[CH:31][N:30]([Si:33]([CH:37]([CH3:39])[CH3:38])([CH:40]([CH3:42])[CH3:41])[CH:34]([CH3:35])[CH3:36])[CH:29]=2)=[N:3][C:4]2[C:9]([N:10]=1)=[CH:8][C:7]([C:18]([O:20][CH3:21])=[O:19])=[CH:6][CH:5]=2. The catalyst class is: 108. (8) The catalyst class is: 208. Product: [CH3:1][O:2][C:3]1[CH:4]=[C:5]2[C:10](=[CH:11][C:12]=1[O:13][CH3:14])[N:9]=[CH:8][CH:7]=[C:6]2[O:15][C:16]1[CH:22]=[CH:21][C:19]([NH:20][C:29](=[O:35])[O:28][C:26]2[CH:45]=[CH:44][CH:43]=[CH:42][C:41]=2[C:37]([CH3:40])([CH3:39])[CH3:38])=[C:18]([CH3:23])[C:17]=1[CH3:24]. Reactant: [CH3:1][O:2][C:3]1[CH:4]=[C:5]2[C:10](=[CH:11][C:12]=1[O:13][CH3:14])[N:9]=[CH:8][CH:7]=[C:6]2[O:15][C:16]1[CH:22]=[CH:21][C:19]([NH2:20])=[C:18]([CH3:23])[C:17]=1[CH3:24].Cl[C:26](Cl)([O:28][C:29](=[O:35])OC(Cl)(Cl)Cl)Cl.[C:37]([C:41]1C=[CH:45][CH:44]=[CH:43][C:42]=1O)([CH3:40])([CH3:39])[CH3:38].C(=O)(O)[O-].[Na+].